From a dataset of Forward reaction prediction with 1.9M reactions from USPTO patents (1976-2016). Predict the product of the given reaction. Given the reactants [CH:1]1[C:13]2[NH:12][C:11]3[C:6](=[CH:7][CH:8]=[CH:9][CH:10]=3)[C:5]=2[CH:4]=[CH:3][CH:2]=1.F[C:15]1[CH:53]=[CH:52][C:18]([C:19]([C:21]2[CH:22]=[CH:23][C:24]3[N:25]([C:43]4[CH:48]=[CH:47][C:46]([C:49](=[O:51])[CH3:50])=[CH:45][CH:44]=4)[C:26]4[C:31]([C:32]=3[CH:33]=2)=[CH:30][C:29]([C:34](=[O:42])[C:35]2[CH:40]=[CH:39][C:38](F)=[CH:37][CH:36]=2)=[CH:28][CH:27]=4)=[O:20])=[CH:17][CH:16]=1, predict the reaction product. The product is: [CH:10]1[C:11]2[N:12]([C:15]3[CH:53]=[CH:52][C:18]([C:19]([C:21]4[CH:22]=[CH:23][C:24]5[N:25]([C:43]6[CH:48]=[CH:47][C:46]([C:49](=[O:51])[CH3:50])=[CH:45][CH:44]=6)[C:26]6[C:31]([C:32]=5[CH:33]=4)=[CH:30][C:29]([C:34](=[O:42])[C:35]4[CH:40]=[CH:39][C:38]([N:12]5[C:13]7[CH:1]=[CH:2][CH:3]=[CH:4][C:5]=7[C:6]7[C:11]5=[CH:10][CH:9]=[CH:8][CH:7]=7)=[CH:37][CH:36]=4)=[CH:28][CH:27]=6)=[O:20])=[CH:17][CH:16]=3)[C:13]3[C:5](=[CH:4][CH:3]=[CH:2][CH:1]=3)[C:6]=2[CH:7]=[CH:8][CH:9]=1.